From a dataset of Forward reaction prediction with 1.9M reactions from USPTO patents (1976-2016). Predict the product of the given reaction. (1) Given the reactants Cl[CH2:2][CH2:3][CH2:4][O:5][C:6]1[CH:11]=[CH:10][C:9]([I:12])=[CH:8][CH:7]=1.[CH3:13][C@@H:14]1[CH2:18][CH2:17][CH2:16][NH:15]1.C(=O)([O-])[O-].[K+].[K+].[I-].[K+], predict the reaction product. The product is: [I:12][C:9]1[CH:10]=[CH:11][C:6]([O:5][CH2:4][CH2:3][CH2:2][N:15]2[CH2:16][CH2:17][CH2:18][C@H:14]2[CH3:13])=[CH:7][CH:8]=1. (2) The product is: [F:1][C:2]1[CH:3]=[CH:4][C:5]([N:8]2[C:16]3[C:11](=[CH:12][C:13]([O:17][C@H:18]([C:22]4[CH:23]=[CH:24][CH:25]=[CH:26][CH:27]=4)[C@@H:19]([NH:21][C:35](=[O:36])[CH2:34][C:28]4[CH:33]=[CH:32][CH:31]=[CH:30][CH:29]=4)[CH3:20])=[CH:14][CH:15]=3)[CH:10]=[N:9]2)=[CH:6][CH:7]=1. Given the reactants [F:1][C:2]1[CH:7]=[CH:6][C:5]([N:8]2[C:16]3[C:11](=[CH:12][C:13]([O:17][C@@H:18]([C:22]4[CH:27]=[CH:26][CH:25]=[CH:24][CH:23]=4)[C@H:19]([NH2:21])[CH3:20])=[CH:14][CH:15]=3)[CH:10]=[N:9]2)=[CH:4][CH:3]=1.[C:28]1([CH2:34][C:35](Cl)=[O:36])[CH:33]=[CH:32][CH:31]=[CH:30][CH:29]=1, predict the reaction product. (3) Given the reactants [NH2:1][C:2]1[CH:11]=[C:10]2[C:5]([CH:6]=[CH:7][CH:8]=[C:9]2[N:12]2[CH2:17][CH2:16][N:15]([CH3:18])[CH2:14][CH2:13]2)=[CH:4][CH:3]=1.C(N(CC)CC)C.[Cl:26][C:27]1[CH:35]=[CH:34][C:30]([C:31](Cl)=[O:32])=[CH:29][CH:28]=1, predict the reaction product. The product is: [Cl:26][C:27]1[CH:35]=[CH:34][C:30]([C:31]([NH:1][C:2]2[CH:11]=[C:10]3[C:5]([CH:6]=[CH:7][CH:8]=[C:9]3[N:12]3[CH2:17][CH2:16][N:15]([CH3:18])[CH2:14][CH2:13]3)=[CH:4][CH:3]=2)=[O:32])=[CH:29][CH:28]=1. (4) Given the reactants C[C:2]1[C:6]2[N:7]=[CH:8][NH:9][C:10](=O)[C:5]=2[S:4][CH:3]=1.C(=O)(O)[O-].[Na+].P(Cl)(Cl)([Cl:19])=O, predict the reaction product. The product is: [Cl:19][C:10]1[C:5]2[S:4][CH:3]=[CH:2][C:6]=2[N:7]=[CH:8][N:9]=1. (5) Given the reactants Cl.[F:2][C:3]1[CH:8]=[CH:7][C:6]([NH:9]C(=O)OC(C)(C)C)=[C:5]([NH:17][C:18](=[O:27])/[CH:19]=[CH:20]/[C:21]2[CH:22]=[N:23][N:24]([CH3:26])[CH:25]=2)[CH:4]=1, predict the reaction product. The product is: [NH2:9][C:6]1[CH:7]=[CH:8][C:3]([F:2])=[CH:4][C:5]=1[NH:17][C:18](=[O:27])/[CH:19]=[CH:20]/[C:21]1[CH:22]=[N:23][N:24]([CH3:26])[CH:25]=1. (6) Given the reactants [NH2:1][CH:2]([C:4]([OH:6])=[O:5])[CH3:3].[C:7](Cl)(=[O:11])[CH2:8][CH2:9][CH3:10].C(OCCCC)(=O)C.Cl, predict the reaction product. The product is: [C:7]([NH:1][CH:2]([CH3:3])[C:4]([OH:6])=[O:5])(=[O:11])[CH2:8][CH2:9][CH3:10].